From a dataset of Catalyst prediction with 721,799 reactions and 888 catalyst types from USPTO. Predict which catalyst facilitates the given reaction. (1) Reactant: [C:1]([O:5][C:6]([N:8]([CH2:16][CH:17]=[CH2:18])[CH2:9][CH2:10][C:11]([O:13]CC)=[O:12])=[O:7])([CH3:4])([CH3:3])[CH3:2].[Li+].[OH-].OS([O-])(=O)=O.[K+]. Product: [C:1]([O:5][C:6]([N:8]([CH2:16][CH:17]=[CH2:18])[CH2:9][CH2:10][C:11]([OH:13])=[O:12])=[O:7])([CH3:4])([CH3:3])[CH3:2]. The catalyst class is: 5. (2) Reactant: O.[OH-].[Li+].[CH2:4]([C:7]1[S:8][CH:9]=[C:10]([C:12]([O:14]CC)=[O:13])[N:11]=1)[CH2:5][CH3:6].Cl. The catalyst class is: 20. Product: [CH2:4]([C:7]1[S:8][CH:9]=[C:10]([C:12]([OH:14])=[O:13])[N:11]=1)[CH2:5][CH3:6]. (3) Reactant: [NH2:1][C:2]1[CH:7]=[CH:6][C:5]([C:8]2[N:9]=[C:10]3[N:14]([CH:15]=2)[C:13]2[CH:16]=[CH:17][C:18]([CH2:20][CH2:21][C:22]([O:24][CH2:25][CH3:26])=[O:23])=[CH:19][C:12]=2[S:11]3)=[CH:4][CH:3]=1.[C:27]([C:31]1[O:35][N:34]=[C:33]([N:36]=[C:37]=[O:38])[CH:32]=1)([CH3:30])([CH3:29])[CH3:28]. Product: [C:27]([C:31]1[O:35][N:34]=[C:33]([NH:36][C:37]([NH:1][C:2]2[CH:3]=[CH:4][C:5]([C:8]3[N:9]=[C:10]4[N:14]([CH:15]=3)[C:13]3[CH:16]=[CH:17][C:18]([CH2:20][CH2:21][C:22]([O:24][CH2:25][CH3:26])=[O:23])=[CH:19][C:12]=3[S:11]4)=[CH:6][CH:7]=2)=[O:38])[CH:32]=1)([CH3:30])([CH3:28])[CH3:29]. The catalyst class is: 11. (4) The catalyst class is: 10. Reactant: F[C:2]1[CH:7]=[CH:6][C:5]([N+:8]([O-:10])=[O:9])=[C:4]([O:11][CH3:12])[CH:3]=1.[CH2:13]([N:15]1[CH2:20][CH2:19][NH:18][CH2:17][CH2:16]1)[CH3:14].C(N(C(C)C)CC)(C)C. Product: [CH2:13]([N:15]1[CH2:20][CH2:19][N:18]([C:2]2[CH:7]=[CH:6][C:5]([N+:8]([O-:10])=[O:9])=[C:4]([O:11][CH3:12])[CH:3]=2)[CH2:17][CH2:16]1)[CH3:14].